Dataset: Full USPTO retrosynthesis dataset with 1.9M reactions from patents (1976-2016). Task: Predict the reactants needed to synthesize the given product. (1) Given the product [N+:31]([C:24]1[C:25]2[C:30](=[CH:29][CH:28]=[CH:27][CH:26]=2)[C:21]([O:1][CH2:2][CH2:3][C:4]2[CH:9]=[CH:8][N:7]=[C:6]([NH:10][C:11](=[O:17])[O:12][C:13]([CH3:14])([CH3:16])[CH3:15])[CH:5]=2)=[CH:22][CH:23]=1)([O-:33])=[O:32], predict the reactants needed to synthesize it. The reactants are: [OH:1][CH2:2][CH2:3][C:4]1[CH:9]=[CH:8][N:7]=[C:6]([NH:10][C:11](=[O:17])[O:12][C:13]([CH3:16])([CH3:15])[CH3:14])[CH:5]=1.[H-].[Na+].F[C:21]1[C:30]2[C:25](=[CH:26][CH:27]=[CH:28][CH:29]=2)[C:24]([N+:31]([O-:33])=[O:32])=[CH:23][CH:22]=1.O. (2) The reactants are: Br[C:2]1[CH:3]=[CH:4][C:5]2[N:6]([CH:8]=[CH:9][N:10]=2)[CH:7]=1.[CH:11]1([N:14]2[CH2:19][C:18]3([CH2:24][CH2:23][N:22]([S:25]([C:28]4[CH:33]=[CH:32][C:31](B5OC(C)(C)C(C)(C)O5)=[CH:30][CH:29]=4)(=[O:27])=[O:26])[CH2:21][CH2:20]3)[O:17][CH2:16][C:15]2=[O:43])[CH2:13][CH2:12]1. Given the product [CH:11]1([N:14]2[CH2:19][C:18]3([CH2:24][CH2:23][N:22]([S:25]([C:28]4[CH:29]=[CH:30][C:31]([C:2]5[CH:3]=[CH:4][C:5]6[N:6]([CH:8]=[CH:9][N:10]=6)[CH:7]=5)=[CH:32][CH:33]=4)(=[O:26])=[O:27])[CH2:21][CH2:20]3)[O:17][CH2:16][C:15]2=[O:43])[CH2:12][CH2:13]1, predict the reactants needed to synthesize it.